From a dataset of Reaction yield outcomes from USPTO patents with 853,638 reactions. Predict the reaction yield, written as a fraction of the theoretical maximum amount of product (1.0 means a 100% yield; for example, 0.34 means a 34% yield). (1) The reactants are [CH2:1]([C:5]1[N:9]([CH2:10][C:11]2[CH:16]=[CH:15][C:14]([C:17]3[C:18]([C:23]#[N:24])=[CH:19][CH:20]=[CH:21][CH:22]=3)=[CH:13][CH:12]=2)[C:8](=[O:25])[NH:7][N:6]=1)[CH2:2][CH2:3][CH3:4].[C:26]1(B(O)O)[CH:31]=[CH:30][CH:29]=[CH:28][CH:27]=1.C(N(CC)CC)C.N1C=CC=CC=1. The catalyst is C([O-])(=O)C.[Cu+2].C([O-])(=O)C.C(OCC)(=O)C.C(Cl)Cl. The product is [CH2:1]([C:5]1[N:9]([CH2:10][C:11]2[CH:16]=[CH:15][C:14]([C:17]3[C:18]([C:23]#[N:24])=[CH:19][CH:20]=[CH:21][CH:22]=3)=[CH:13][CH:12]=2)[C:8](=[O:25])[N:7]([C:26]2[CH:31]=[CH:30][CH:29]=[CH:28][CH:27]=2)[N:6]=1)[CH2:2][CH2:3][CH3:4]. The yield is 0.570. (2) The reactants are [CH2:1]([N:3]1[C:7]([OH:8])=[CH:6][C:5]([C:9]2[CH:14]=[N:13][CH:12]=[CH:11][N:10]=2)=[N:4]1)[CH3:2].[H-].[Na+].[F:17][C:18]([F:37])([F:36])[S:19](N(C1C=CC=CC=1)[S:19]([C:18]([F:37])([F:36])[F:17])(=[O:21])=[O:20])(=[O:21])=[O:20]. The catalyst is CN(C=O)C. The product is [CH2:1]([N:3]1[C:7]([O:8][S:19]([C:18]([F:37])([F:36])[F:17])(=[O:21])=[O:20])=[CH:6][C:5]([C:9]2[CH:14]=[N:13][CH:12]=[CH:11][N:10]=2)=[N:4]1)[CH3:2]. The yield is 0.629.